Dataset: Reaction yield outcomes from USPTO patents with 853,638 reactions. Task: Predict the reaction yield, written as a fraction of the theoretical maximum amount of product (1.0 means a 100% yield; for example, 0.34 means a 34% yield). (1) The reactants are [CH3:1][C:2]1[CH:3]=[C:4]([CH:11]=[C:12]([CH3:14])[CH:13]=1)[O:5][CH2:6][C:7]([O:9][CH3:10])=[O:8].[Cl:15][S:16](O)(=[O:18])=[O:17]. No catalyst specified. The product is [Cl:15][S:16]([C:13]1[C:12]([CH3:14])=[CH:11][C:4]([O:5][CH2:6][C:7]([O:9][CH3:10])=[O:8])=[CH:3][C:2]=1[CH3:1])(=[O:18])=[O:17]. The yield is 0.270. (2) The reactants are [Br:1][C:2]1[C:3]([CH:9]=[O:10])=[CH:4][C:5]([Cl:8])=[N:6][CH:7]=1.[CH2:11](O)[CH2:12][OH:13]. The catalyst is C1(C)C=CC=CC=1.CCOC(C)=O.O.C1(C)C=CC(S(O)(=O)=O)=CC=1. The product is [Br:1][C:2]1[C:3]([CH:9]2[O:13][CH2:12][CH2:11][O:10]2)=[CH:4][C:5]([Cl:8])=[N:6][CH:7]=1. The yield is 0.960. (3) The reactants are [OH:1][CH2:2][C:3]1[CH:10]=[CH:9][C:6]([C:7]#[N:8])=[CH:5][CH:4]=1.[NH2:11][OH:12]. The catalyst is CCO. The product is [OH:12][N:11]=[C:7]([C:6]1[CH:9]=[CH:10][C:3]([CH2:2][OH:1])=[CH:4][CH:5]=1)[NH2:8]. The yield is 0.950. (4) The reactants are [C:1]([O:5][C:6](=[O:20])[NH:7][C:8]1[CH:13]=[CH:12][C:11]([CH2:14][CH2:15][CH3:16])=[C:10]([N+:17]([O-:19])=[O:18])[CH:9]=1)([CH3:4])([CH3:3])[CH3:2].[CH3:21]I. The catalyst is CN(C=O)C. The product is [C:1]([O:5][C:6](=[O:20])[N:7]([CH3:21])[C:8]1[CH:13]=[CH:12][C:11]([CH2:14][CH2:15][CH3:16])=[C:10]([N+:17]([O-:19])=[O:18])[CH:9]=1)([CH3:2])([CH3:3])[CH3:4]. The yield is 0.520. (5) The reactants are [Br:1][CH2:2][CH2:3][CH2:4][CH2:5][CH2:6][CH2:7][C:8]1([CH2:30][CH2:31][CH2:32][CH2:33][CH2:34][CH2:35][Br:36])[C:20]2[CH:19]=[CH:18][CH:17]=[CH:16][C:15]=2[C:14]2[C:9]1=[CH:10][C:11](B1OC(C)(C)C(C)(C)O1)=[CH:12][CH:13]=2.Br[C:38]1[CH:43]=[CH:42][C:41](Br)=[CH:40][CH:39]=1. No catalyst specified. The product is [Br:36][CH2:35][CH2:34][CH2:33][CH2:32][CH2:31][CH2:30][C:8]1([CH2:7][CH2:6][CH2:5][CH2:4][CH2:3][CH2:2][Br:1])[C:9]2[CH:10]=[C:11]([C:38]3[CH:43]=[CH:42][C:41]([C:11]4[CH:10]=[C:9]5[C:14]([C:15]6[CH:16]=[CH:17][CH:18]=[CH:19][C:20]=6[C:8]5([CH2:7][CH2:6][CH2:5][CH2:4][CH2:3][CH2:2][Br:1])[CH2:30][CH2:31][CH2:32][CH2:33][CH2:34][CH2:35][Br:36])=[CH:13][CH:12]=4)=[CH:40][CH:39]=3)[CH:12]=[CH:13][C:14]=2[C:15]2[C:20]1=[CH:19][CH:18]=[CH:17][CH:16]=2. The yield is 0.900. (6) The reactants are [CH2:1]=[C:2]1[C:8]2[CH:9]=[CH:10][CH:11]=[CH:12][C:7]=2[CH2:6][CH2:5][C:4]2[CH:13]=[CH:14][CH:15]=[CH:16][C:3]1=2.[Br-:17].[Br-].[Br-].CN(C)C1C=C[NH+]=CC=1.CN(C1C=C[NH+]=CC=1)C.CN(C1C=C[NH+]=CC=1)C. The catalyst is C(Cl)(Cl)Cl. The product is [Br:17][CH:1]=[C:2]1[C:3]2[CH:16]=[CH:15][CH:14]=[CH:13][C:4]=2[CH2:5][CH2:6][C:7]2[CH:12]=[CH:11][CH:10]=[CH:9][C:8]1=2. The yield is 0.940.